Task: Predict which catalyst facilitates the given reaction.. Dataset: Catalyst prediction with 721,799 reactions and 888 catalyst types from USPTO (1) The catalyst class is: 45. Product: [CH:19]([N:18]1[C:14]([C:12]2[N:13]=[C:6]3[C:5]4[CH:23]=[CH:24][C:2]([C:36]5[CH:35]=[N:34][N:33]([CH2:32][CH:26]([CH3:25])[C:27]([O:29][CH2:30][CH3:31])=[O:28])[CH:37]=5)=[CH:3][C:4]=4[O:10][CH2:9][CH2:8][N:7]3[CH:11]=2)=[N:15][C:16]([CH3:22])=[N:17]1)([CH3:21])[CH3:20]. Reactant: Br[C:2]1[CH:24]=[CH:23][C:5]2[C:6]3[N:7]([CH:11]=[C:12]([C:14]4[N:18]([CH:19]([CH3:21])[CH3:20])[N:17]=[C:16]([CH3:22])[N:15]=4)[N:13]=3)[CH2:8][CH2:9][O:10][C:4]=2[CH:3]=1.[CH3:25][CH:26]([CH2:32][N:33]1[CH:37]=[C:36](B2OC(C)(C)C(C)(C)O2)[CH:35]=[N:34]1)[C:27]([O:29][CH2:30][CH3:31])=[O:28]. (2) Reactant: [C:1]([O:5][C:6]([N:8]1[CH2:14][CH2:13][C:12]2[C:15]([OH:20])=[C:16]([Cl:19])[CH:17]=[CH:18][C:11]=2[CH2:10][CH2:9]1)=[O:7])([CH3:4])([CH3:3])[CH3:2].C(=O)([O-])[O-].[K+].[K+].[C:27]([C:29]1[CH:36]=[CH:35][C:32]([CH2:33]Br)=[CH:31][CH:30]=1)#[N:28]. Product: [C:1]([O:5][C:6]([N:8]1[CH2:14][CH2:13][C:12]2[C:15]([O:20][CH2:33][C:32]3[CH:35]=[CH:36][C:29]([C:27]#[N:28])=[CH:30][CH:31]=3)=[C:16]([Cl:19])[CH:17]=[CH:18][C:11]=2[CH2:10][CH2:9]1)=[O:7])([CH3:4])([CH3:2])[CH3:3]. The catalyst class is: 16. (3) Reactant: [Li][CH2:2][CH2:3][CH2:4][CH3:5].[Li+].CC([N-]C(C)C)C.[Br:14][C:15]1[CH:16]=[N:17][CH:18]=[CH:19][C:20]=1[Cl:21].C1([CH:25]=[N:26][S:27]([CH3:30])(=[O:29])=[O:28])CC1.CI. Product: [Br:14][C:15]1[C:20]([Cl:21])=[C:19]([CH:2]([CH:3]2[CH2:5][CH2:4]2)[N:26]([CH3:25])[S:27]([CH3:30])(=[O:29])=[O:28])[CH:18]=[N:17][CH:16]=1. The catalyst class is: 20. (4) Reactant: I[CH2:2][C@@H:3]([CH3:16])[CH2:4][N:5]1[C:10]2[CH:11]=[CH:12][CH:13]=[CH:14][C:9]=2[O:8][CH2:7][C:6]1=[O:15].[CH:17]1([CH2:20][O:21][CH:22]2[CH2:27][CH2:26][NH:25][CH2:24][CH2:23]2)[CH2:19][CH2:18]1.C([O-])([O-])=O.[K+].[K+]. Product: [CH:17]1([CH2:20][O:21][CH:22]2[CH2:27][CH2:26][N:25]([CH2:2][C@@H:3]([CH3:16])[CH2:4][N:5]3[C:10]4[CH:11]=[CH:12][CH:13]=[CH:14][C:9]=4[O:8][CH2:7][C:6]3=[O:15])[CH2:24][CH2:23]2)[CH2:18][CH2:19]1. The catalyst class is: 23. (5) Reactant: [NH2:1][C:2]1[C:3]([CH3:12])=[CH:4][C:5]([CH3:11])=[C:6]([CH:10]=1)[C:7]([OH:9])=O.CN(C(ON1N=NC2C=CC=CC1=2)=[N+](C)C)C.F[P-](F)(F)(F)(F)F.[F:37][C:38]1([C:44]2[CH:51]=[CH:50][C:47]([C:48]#[N:49])=[CH:46][CH:45]=2)[CH2:43][CH2:42][NH:41][CH2:40][CH2:39]1.CCN(C(C)C)C(C)C. Product: [NH2:1][C:2]1[C:3]([CH3:12])=[CH:4][C:5]([CH3:11])=[C:6]([CH:10]=1)[C:7]([N:41]1[CH2:42][CH2:43][C:38]([C:44]2[CH:51]=[CH:50][C:47]([C:48]#[N:49])=[CH:46][CH:45]=2)([F:37])[CH2:39][CH2:40]1)=[O:9]. The catalyst class is: 31. (6) Reactant: [NH2:1][C:2]1[N:6](C(OC(C)(C)C)=O)[N:5]=[C:4]([C:14]([O:16][CH3:17])=[O:15])[CH:3]=1.N1C=CC=CC=1.[C:24]1([CH3:41])[CH:29]=[CH:28][CH:27]=[C:26]([S:30][CH2:31][C:32]2[CH:40]=[CH:39][CH:38]=[CH:37][C:33]=2[C:34](Cl)=[O:35])[CH:25]=1. Product: [CH3:17][O:16][C:14]([C:4]1[CH:3]=[C:2]([NH:1][C:34](=[O:35])[C:33]2[CH:37]=[CH:38][CH:39]=[CH:40][C:32]=2[CH2:31][S:30][C:26]2[CH:25]=[C:24]([CH3:41])[CH:29]=[CH:28][CH:27]=2)[NH:6][N:5]=1)=[O:15]. The catalyst class is: 79. (7) Product: [Cl:2][C:3]1[CH:11]=[C:10]([O:12][CH3:14])[CH:9]=[CH:8][C:4]=1[C:5]([OH:7])=[O:6]. Reactant: O.[Cl:2][C:3]1[CH:11]=[C:10]([OH:12])[CH:9]=[CH:8][C:4]=1[C:5]([OH:7])=[O:6].I[CH3:14].[H-].[Na+]. The catalyst class is: 9.